This data is from Reaction yield outcomes from USPTO patents with 853,638 reactions. The task is: Predict the reaction yield, written as a fraction of the theoretical maximum amount of product (1.0 means a 100% yield; for example, 0.34 means a 34% yield). (1) The reactants are [OH:1][B:2]1[C:6]2[CH:7]=[C:8]([O:13][C:14]3[CH:19]=[N:18][CH:17]=[CH:16][N:15]=3)[CH:9]=[C:10]([O:11][CH3:12])[C:5]=2[CH:4]([CH2:20][C:21]([O:23]CC)=[O:22])[O:3]1.[OH-].[Li+].Cl. The catalyst is C1COCC1.O. The product is [OH:1][B:2]1[C:6]2[CH:7]=[C:8]([O:13][C:14]3[CH:19]=[N:18][CH:17]=[CH:16][N:15]=3)[CH:9]=[C:10]([O:11][CH3:12])[C:5]=2[CH:4]([CH2:20][C:21]([OH:23])=[O:22])[O:3]1. The yield is 0.510. (2) The reactants are C([Li])CCC.Br[C:7]1[CH:21]=[CH:20][C:10]2[CH2:11][CH2:12][N:13]([CH:16]3[CH2:19][CH2:18][CH2:17]3)[CH2:14][CH2:15][C:9]=2[CH:8]=1.B(F)(F)F.CCOCC.[O:31]1[C:33]2([CH2:38][CH2:37][N:36]([C:39]([O:41][C:42]([CH3:45])([CH3:44])[CH3:43])=[O:40])[CH2:35][CH2:34]2)[CH2:32]1.[Cl-].[NH4+]. The catalyst is CCCCCC.O1CCCC1. The product is [CH:16]1([N:13]2[CH2:14][CH2:15][C:9]3[CH:8]=[C:7]([CH2:32][C:33]4([OH:31])[CH2:34][CH2:35][N:36]([C:39]([O:41][C:42]([CH3:45])([CH3:44])[CH3:43])=[O:40])[CH2:37][CH2:38]4)[CH:21]=[CH:20][C:10]=3[CH2:11][CH2:12]2)[CH2:19][CH2:18][CH2:17]1. The yield is 0.500. (3) The reactants are [CH3:1][C:2]1([CH3:26])[O:25][CH2:24][C:5]2=[C:6]([N:18]3[CH2:23][CH2:22][O:21][CH2:20][CH2:19]3)[N:7]=[C:8]3[O:16][C:15]4[C:14](=O)[NH:13][CH:12]=[N:11][C:10]=4[C:9]3=[C:4]2[CH2:3]1.P(Cl)(Cl)([Cl:29])=O. No catalyst specified. The product is [Cl:29][C:14]1[N:13]=[CH:12][N:11]=[C:10]2[C:9]3[C:8](=[N:7][C:6]([N:18]4[CH2:19][CH2:20][O:21][CH2:22][CH2:23]4)=[C:5]4[CH2:24][O:25][C:2]([CH3:26])([CH3:1])[CH2:3][C:4]=34)[O:16][C:15]=12. The yield is 0.960. (4) The reactants are [CH2:1]([O:8][C:9]([N:11]([CH2:13][CH:14]=O)[CH3:12])=[O:10])[C:2]1[CH:7]=[CH:6][CH:5]=[CH:4][CH:3]=1.[CH3:16][O:17][C:18](=[O:26])[C:19]1[CH:24]=[CH:23][C:22]([NH2:25])=[CH:21][CH:20]=1.CC(O)=O.[BH3-]C#N.[Na+]. The catalyst is C1(C)C=CC=CC=1. The product is [CH2:1]([O:8][C:9]([N:11]([CH2:13][CH2:14][NH:25][C:22]1[CH:21]=[CH:20][C:19]([C:18]([O:17][CH3:16])=[O:26])=[CH:24][CH:23]=1)[CH3:12])=[O:10])[C:2]1[CH:3]=[CH:4][CH:5]=[CH:6][CH:7]=1. The yield is 0.430.